This data is from Reaction yield outcomes from USPTO patents with 853,638 reactions. The task is: Predict the reaction yield, written as a fraction of the theoretical maximum amount of product (1.0 means a 100% yield; for example, 0.34 means a 34% yield). (1) The reactants are [NH2:1][C:2]1[C:7]([C:8]([NH:10][C:11]2[CH:16]=[CH:15][CH:14]=[CH:13][C:12]=2[O:17]C)=[O:9])=[C:6]([NH:19][C@H:20]([C:22]2[N:27]([C:28]3[CH:33]=[CH:32][CH:31]=[CH:30][CH:29]=3)[C:26](=[O:34])[C:25]3=[C:35]([CH3:38])[CH:36]=[CH:37][N:24]3[N:23]=2)[CH3:21])[N:5]=[CH:4][N:3]=1.B(Br)(Br)Br. The catalyst is ClCCl. The product is [NH2:1][C:2]1[C:7]([C:8]([NH:10][C:11]2[CH:16]=[CH:15][CH:14]=[CH:13][C:12]=2[OH:17])=[O:9])=[C:6]([NH:19][C@H:20]([C:22]2[N:27]([C:28]3[CH:29]=[CH:30][CH:31]=[CH:32][CH:33]=3)[C:26](=[O:34])[C:25]3=[C:35]([CH3:38])[CH:36]=[CH:37][N:24]3[N:23]=2)[CH3:21])[N:5]=[CH:4][N:3]=1. The yield is 0.340. (2) The reactants are [CH2:1]([N:8]1[CH2:13][CH2:12][CH:11]([OH:14])[CH2:10][CH2:9]1)[C:2]1[CH:7]=[CH:6][CH:5]=[CH:4][CH:3]=1.[Cl:15][C:16]1[CH:30]=[CH:29][CH:28]=[CH:27][C:17]=1[CH:18](O)[C:19]1[CH:24]=[CH:23][C:22]([Cl:25])=[CH:21][CH:20]=1.C1(C)C=CC(S(O)(=O)=O)=CC=1. The catalyst is C1(C)C=CC=CC=1.CCCC(C)C.C(OCC)(=O)C. The product is [CH2:1]([N:8]1[CH2:13][CH2:12][CH:11]([O:14][CH:18]([C:19]2[CH:20]=[CH:21][C:22]([Cl:25])=[CH:23][CH:24]=2)[C:17]2[CH:27]=[CH:28][CH:29]=[CH:30][C:16]=2[Cl:15])[CH2:10][CH2:9]1)[C:2]1[CH:3]=[CH:4][CH:5]=[CH:6][CH:7]=1. The yield is 0.810. (3) The reactants are [CH3:1][C:2]1[Se:6][C:5]([C:7]([O:9][CH3:10])=[O:8])=[CH:4][CH:3]=1.[Se](=O)=[O:12].O. The catalyst is C(O)(=O)C. The product is [CH:1]([C:2]1[Se:6][C:5]([C:7]([O:9][CH3:10])=[O:8])=[CH:4][CH:3]=1)=[O:12]. The yield is 0.750. (4) The reactants are [Cl:1][C:2]1[C:9]([CH3:10])=[C:8]([NH:11][C@@H:12]([C:16]2[O:17][C:18]([C:21]3[CH:26]=[CH:25][C:24]([C:27]#[N:28])=[CH:23][CH:22]=3)=[N:19][N:20]=2)[C@@H:13]([OH:15])[CH3:14])[CH:7]=[CH:6][C:3]=1[C:4]#[N:5].N1C=CC=CC=1.[C:35](Cl)(=[O:39])[CH2:36][CH2:37][CH3:38]. The catalyst is C(Cl)Cl. The product is [C:35]([O:15][C@@H:13]([CH3:14])[C@@H:12]([NH:11][C:8]1[CH:7]=[CH:6][C:3]([C:4]#[N:5])=[C:2]([Cl:1])[C:9]=1[CH3:10])[C:16]1[O:17][C:18]([C:21]2[CH:22]=[CH:23][C:24]([C:27]#[N:28])=[CH:25][CH:26]=2)=[N:19][N:20]=1)(=[O:39])[CH2:36][CH2:37][CH3:38]. The yield is 0.600. (5) The reactants are [NH2:1][C:2]1[CH:3]=[N:4][CH:5]=[CH:6][C:7]=1[OH:8].CCN(C(C)C)C(C)C.[C:18]1([S:24](Cl)(=[O:26])=[O:25])[CH:23]=[CH:22][CH:21]=[CH:20][CH:19]=1. The catalyst is C(Cl)Cl. The product is [OH:8][C:7]1[CH:6]=[CH:5][N:4]=[CH:3][C:2]=1[NH:1][S:24]([C:18]1[CH:23]=[CH:22][CH:21]=[CH:20][CH:19]=1)(=[O:26])=[O:25]. The yield is 0.0300.